This data is from Peptide-MHC class I binding affinity with 185,985 pairs from IEDB/IMGT. The task is: Regression. Given a peptide amino acid sequence and an MHC pseudo amino acid sequence, predict their binding affinity value. This is MHC class I binding data. (1) The peptide sequence is KEEALKHF. The MHC is Mamu-B01 with pseudo-sequence Mamu-B01. The binding affinity (normalized) is 0. (2) The peptide sequence is TVLEFILQK. The MHC is HLA-B40:01 with pseudo-sequence HLA-B40:01. The binding affinity (normalized) is 0.0847. (3) The peptide sequence is IVAQGIAAL. The MHC is HLA-B18:01 with pseudo-sequence HLA-B18:01. The binding affinity (normalized) is 0.0847. (4) The peptide sequence is NWDWGVFFK. The MHC is HLA-A26:01 with pseudo-sequence HLA-A26:01. The binding affinity (normalized) is 0.0847. (5) The peptide sequence is VLNVYVKF. The MHC is Mamu-B52 with pseudo-sequence Mamu-B52. The binding affinity (normalized) is 0.237. (6) The peptide sequence is TVQIIKLL. The MHC is HLA-A02:03 with pseudo-sequence HLA-A02:03. The binding affinity (normalized) is 0.